Dataset: Reaction yield outcomes from USPTO patents with 853,638 reactions. Task: Predict the reaction yield, written as a fraction of the theoretical maximum amount of product (1.0 means a 100% yield; for example, 0.34 means a 34% yield). (1) The reactants are C(OC(=O)[NH:7][CH2:8][CH2:9][CH2:10][O:11][C:12]1[CH:17]=[CH:16][CH:15]=[C:14]([C:18]2[N:26]=[CH:25][N:24]=[C:23]3[C:19]=2[N:20]=[CH:21][N:22]3C2CCCCO2)[CH:13]=1)(C)(C)C.Cl. The catalyst is C(O)C. The product is [N:26]1[C:18]([C:14]2[CH:13]=[C:12]([CH:17]=[CH:16][CH:15]=2)[O:11][CH2:10][CH2:9][CH2:8][NH2:7])=[C:19]2[C:23]([NH:22][CH:21]=[N:20]2)=[N:24][CH:25]=1. The yield is 0.960. (2) The reactants are [CH3:1][C:2]([CH3:34])([CH2:5][C@@:6]1([C:28]2[CH:33]=[CH:32][CH:31]=[CH:30][CH:29]=2)[O:11][C:10](=[O:12])[N:9]([C@H:13]([C:15]2[CH:20]=[CH:19][C:18]([C:21]3[CH:26]=[CH:25][C:24](=[O:27])[NH:23][CH:22]=3)=[CH:17][CH:16]=2)[CH3:14])[CH2:8][CH2:7]1)[C:3]#[N:4].C([O-])([O-])=O.[Cs+].[Cs+].[CH:41](I)([CH3:43])[CH3:42]. The catalyst is CN(C=O)C. The product is [CH:41]([N:23]1[C:24](=[O:27])[CH:25]=[CH:26][C:21]([C:18]2[CH:19]=[CH:20][C:15]([C@@H:13]([N:9]3[CH2:8][CH2:7][C@:6]([CH2:5][C:2]([CH3:1])([CH3:34])[C:3]#[N:4])([C:28]4[CH:33]=[CH:32][CH:31]=[CH:30][CH:29]=4)[O:11][C:10]3=[O:12])[CH3:14])=[CH:16][CH:17]=2)=[CH:22]1)([CH3:43])[CH3:42]. The yield is 0.300. (3) The product is [F:17][C:14]1[CH:15]=[CH:16][C:11]([NH:10][C:4]2[N:5]=[C:6]([NH:8][NH2:9])[N:7]=[CH:2][N:3]=2)=[CH:12][C:13]=1[C:18]([F:19])([F:20])[F:21]. The yield is 0.480. The reactants are Cl[C:2]1[N:7]=[C:6]([NH:8][NH2:9])[N:5]=[C:4]([NH:10][C:11]2[CH:16]=[CH:15][C:14]([F:17])=[C:13]([C:18]([F:21])([F:20])[F:19])[CH:12]=2)[N:3]=1.C(N(CC)CC)C. The catalyst is [Pd].CO. (4) The reactants are [N:1]1[CH:6]=[CH:5][CH:4]=[CH:3][C:2]=1[C:7]([OH:9])=O.CCN=C=NCCCN(C)C.Cl.C1C=CC2N(O)N=NC=2C=1.CCN(C(C)C)C(C)C.[NH2:41][CH:42]([C:48]#[N:49])[C:43]([O:45][CH2:46][CH3:47])=[O:44]. The catalyst is C1COCC1. The product is [C:48]([CH:42]([NH:41][C:7](=[O:9])[C:2]1[CH:3]=[CH:4][CH:5]=[CH:6][N:1]=1)[C:43]([O:45][CH2:46][CH3:47])=[O:44])#[N:49]. The yield is 0.300. (5) The reactants are [CH2:1]([N:3]1[CH2:8][CH2:7][N:6]([C:9]2[CH:10]=[N:11][C:12]([N+:15]([O-])=O)=[CH:13][CH:14]=2)[CH2:5][CH2:4]1)[CH3:2].[CH2:18](O)C. The catalyst is [Pd]. The product is [CH2:1]([N:3]1[CH2:8][CH2:7][N:6](/[C:9](=[CH:14]\[CH:13]=[CH2:18])/[CH:10]=[N:11]/[CH2:12][NH2:15])[CH2:5][CH2:4]1)[CH3:2]. The yield is 0.860.